Dataset: Full USPTO retrosynthesis dataset with 1.9M reactions from patents (1976-2016). Task: Predict the reactants needed to synthesize the given product. (1) The reactants are: [CH2:1]([OH:7])[C@@H:2]1[O:6][CH2:5][CH2:4][CH2:3]1.C(Cl)Cl.[C:11]1([CH3:21])[CH:16]=[CH:15][C:14]([S:17](Cl)(=[O:19])=[O:18])=[CH:13][CH:12]=1. Given the product [CH3:21][C:11]1[CH:16]=[CH:15][C:14]([S:17]([O:7][CH2:1][C@H:2]2[CH2:3][CH2:4][CH2:5][O:6]2)(=[O:19])=[O:18])=[CH:13][CH:12]=1, predict the reactants needed to synthesize it. (2) Given the product [CH3:15][O:16][C:17]1[CH:25]=[C:24]2[C:20]([CH:21]=[N:22][NH:23]2)=[CH:19][C:18]=1[NH:26][C:2]1[C:3]2[C:10]3[CH2:11][CH2:12][CH2:13][CH2:14][C:9]=3[S:8][C:4]=2[N:5]=[CH:6][N:7]=1, predict the reactants needed to synthesize it. The reactants are: Cl[C:2]1[C:3]2[C:10]3[CH2:11][CH2:12][CH2:13][CH2:14][C:9]=3[S:8][C:4]=2[N:5]=[CH:6][N:7]=1.[CH3:15][O:16][C:17]1[CH:25]=[C:24]2[C:20]([CH:21]=[N:22][NH:23]2)=[CH:19][C:18]=1[NH2:26]. (3) Given the product [Cl:16][C:17]1[CH:22]=[CH:21][C:20]([O:23][CH2:2][CH2:3][CH2:4][NH2:5])=[CH:19][CH:18]=1, predict the reactants needed to synthesize it. The reactants are: Br[CH2:2][CH2:3][CH2:4][N:5]1C(=O)C2=CC=CC=C2C1=O.[Cl:16][C:17]1[CH:22]=[CH:21][C:20]([OH:23])=[CH:19][CH:18]=1.